Task: Predict the reactants needed to synthesize the given product.. Dataset: Full USPTO retrosynthesis dataset with 1.9M reactions from patents (1976-2016) (1) Given the product [C:39]([C:35]1[CH:36]=[CH:37][CH:38]=[C:33]([CH2:32][O:31][CH2:30][O:29][CH3:28])[CH:34]=1)#[CH:40], predict the reactants needed to synthesize it. The reactants are: BrC1C=CC=C(COCOC)C=1.C[Si](C#C)(C)C.C(N(CC)C(C)C)(C)C.[CH3:28][O:29][CH2:30][O:31][CH2:32][C:33]1[CH:34]=[C:35]([C:39]#[C:40][Si](C)(C)C)[CH:36]=[CH:37][CH:38]=1.[F-].C([N+](CCCC)(CCCC)CCCC)CCC. (2) Given the product [C:15]([CH:3]([CH:8]([CH3:12])[CH2:9][CH3:10])[C:4]([NH:14][CH2:13][CH2:12][C:8]1[S:7][CH:11]=[CH:10][CH:9]=1)=[O:5])(=[O:17])[CH3:16], predict the reactants needed to synthesize it. The reactants are: CO[CH2:3][CH2:4][O:5]C.[S:7]1[CH:11]=[CH:10][CH:9]=[C:8]1[CH2:12][CH2:13][NH2:14].[CH2:15]([OH:17])[CH3:16]. (3) Given the product [CH:32]([NH:35][C:29]([C:10]1[N:11]([CH3:28])[C:12]([CH2:16][NH:17][S:18]([C:21]2[C:22]([CH3:27])=[CH:23][CH:24]=[CH:25][CH:26]=2)(=[O:20])=[O:19])=[CH:13][C:14](=[O:15])[C:9]=1[O:8][CH2:1][C:2]1[CH:7]=[CH:6][CH:5]=[CH:4][CH:3]=1)=[O:30])([CH3:34])[CH3:33], predict the reactants needed to synthesize it. The reactants are: [CH2:1]([O:8][C:9]1[C:14](=[O:15])[CH:13]=[C:12]([CH2:16][NH:17][S:18]([C:21]2[C:22]([CH3:27])=[CH:23][CH:24]=[CH:25][CH:26]=2)(=[O:20])=[O:19])[N:11]([CH3:28])[C:10]=1[C:29](O)=[O:30])[C:2]1[CH:7]=[CH:6][CH:5]=[CH:4][CH:3]=1.[CH:32]([NH:35]C(C1N(C)C(CNS(C2C=CC=CC=2)(=O)=O)=CC(=O)C=1OCC1C=CC=CC=1)=O)([CH3:34])[CH3:33].